This data is from Forward reaction prediction with 1.9M reactions from USPTO patents (1976-2016). The task is: Predict the product of the given reaction. The product is: [CH3:14][C@H:12]1[O:11][C@@H:10]([CH3:15])[CH2:9][N:8]([C:5]2[CH:4]=[CH:3][C:2]([C:7]3[CH:20]=[CH:19][N:18]=[CH:23][CH:22]=3)=[N:8][C:9]=2[CH:10]=[O:11])[CH2:13]1. Given the reactants Br[C:2]1[CH:3]=[C:4](C=O)[C:5]([N:8]2[CH2:13][C@@H:12]([CH3:14])[O:11][C@@H:10]([CH3:15])[CH2:9]2)=N[CH:7]=1.[N:18]1[CH:23]=[CH:22]C(B(O)O)=[CH:20][CH:19]=1, predict the reaction product.